This data is from Reaction yield outcomes from USPTO patents with 853,638 reactions. The task is: Predict the reaction yield, written as a fraction of the theoretical maximum amount of product (1.0 means a 100% yield; for example, 0.34 means a 34% yield). (1) The reactants are [C:1]([C:4]1[CH:9]=[CH:8][C:7]([NH:10][C:11]([C:13]2[N:14]([CH2:20][O:21][CH2:22][CH2:23][Si:24]([CH3:27])([CH3:26])[CH3:25])[CH:15]=[C:16]([C:18]#[N:19])[N:17]=2)=[O:12])=[C:6]([C:28]2[CH2:33][CH2:32][CH2:31][CH2:30][CH:29]=2)[CH:5]=1)(=[O:3])[CH3:2].[CH:34](O)([OH:36])[CH3:35].C1(C)C=CC(S(O)(=O)=O)=CC=1. The catalyst is C1C=CC=CC=1.CCOC(C)=O. The product is [C:28]1([C:6]2[CH:5]=[C:4]([C:1]3([CH3:2])[O:36][CH2:34][CH2:35][O:3]3)[CH:9]=[CH:8][C:7]=2[NH:10][C:11]([C:13]2[N:14]([CH2:20][O:21][CH2:22][CH2:23][Si:24]([CH3:26])([CH3:27])[CH3:25])[CH:15]=[C:16]([C:18]#[N:19])[N:17]=2)=[O:12])[CH2:33][CH2:32][CH2:31][CH2:30][CH:29]=1. The yield is 0.680. (2) The reactants are [CH:1]1[C:10]2[CH:9]=[CH:8][CH:7]=[C:6]([C:11]([OH:13])=O)[C:5]=2[CH:4]=[CH:3][N:2]=1.S(Cl)(Cl)=O.[CH3:18][O:19][CH2:20][CH2:21][N:22]1[C:26]([CH3:27])=[C:25]([CH3:28])[S:24][C:23]1=[NH:29].CCN(CC)CC. The catalyst is C1COCC1. The product is [CH3:18][O:19][CH2:20][CH2:21][N:22]1[C:26]([CH3:27])=[C:25]([CH3:28])[S:24]/[C:23]/1=[N:29]\[C:11]([C:6]1[C:5]2[CH:4]=[CH:3][N:2]=[CH:1][C:10]=2[CH:9]=[CH:8][CH:7]=1)=[O:13]. The yield is 0.270. (3) The reactants are [C:1]([C:3]1[N:4]=[C:5]([C:18]2[C:23]([F:24])=[CH:22][CH:21]=[CH:20][C:19]=2[F:25])[O:6][C:7]=1[NH:8][C:9]1[CH:17]=[CH:16][C:12]([C:13]([OH:15])=[O:14])=[CH:11][CH:10]=1)#[N:2].S(=O)(=O)(O)[OH:27]. No catalyst specified. The product is [C:1]([C:3]1[N:4]=[C:5]([C:18]2[C:19]([F:25])=[CH:20][CH:21]=[CH:22][C:23]=2[F:24])[O:6][C:7]=1[NH:8][C:9]1[CH:10]=[CH:11][C:12]([C:13]([OH:15])=[O:14])=[CH:16][CH:17]=1)(=[O:27])[NH2:2]. The yield is 0.570. (4) The reactants are [CH3:1][O:2][C:3]([C:5]1[C:6]2[CH:7]=[CH:8][CH:9]=[N:10][C:11]=2[C:12]([O:27]C(C2C=CC=CC=2)C2C=CC=CC=2)=[C:13]2[C:17](=[O:18])[N:16]([CH2:19][C:20]3[CH:25]=[CH:24][C:23]([F:26])=[CH:22][CH:21]=3)[CH2:15][C:14]=12)=[O:4].C(O)(C(F)(F)F)=O.C([SiH](CC)CC)C. The catalyst is ClCCl. The product is [CH3:1][O:2][C:3]([C:5]1[C:6]2[CH:7]=[CH:8][CH:9]=[N:10][C:11]=2[C:12]([OH:27])=[C:13]2[C:17](=[O:18])[N:16]([CH2:19][C:20]3[CH:21]=[CH:22][C:23]([F:26])=[CH:24][CH:25]=3)[CH2:15][C:14]=12)=[O:4]. The yield is 1.00.